From a dataset of Cav3 T-type calcium channel HTS with 100,875 compounds. Binary Classification. Given a drug SMILES string, predict its activity (active/inactive) in a high-throughput screening assay against a specified biological target. (1) The drug is O1C(CCC1)CN(C(c1ccc(cc1)C)C(=O)NC(C)(C)C)C(=O)Cn1nc(nn1)c1oc(cc1)C. The result is 0 (inactive). (2) The molecule is S1c2n(N=C(C1)c1ccccc1)c(=O)c1c(n2)cc(cc1)C(OC)=O. The result is 0 (inactive).